Dataset: Full USPTO retrosynthesis dataset with 1.9M reactions from patents (1976-2016). Task: Predict the reactants needed to synthesize the given product. (1) Given the product [NH2:1][C:2]1[N:3]=[CH:4][C:5]([CH:8]([CH3:11])[CH2:9][OH:10])=[N:6][C:7]=1[Br:19], predict the reactants needed to synthesize it. The reactants are: [NH2:1][C:2]1[N:3]=[CH:4][C:5]([CH:8]([CH3:11])[CH2:9][OH:10])=[N:6][CH:7]=1.C1C(=O)N([Br:19])C(=O)C1. (2) Given the product [NH2:1][C:2]1[CH:3]=[CH:4][C:5]([C:18]2[CH:19]=[CH:20][C:15]([C:13]#[N:14])=[CH:16][CH:17]=2)=[C:6]([C:8]([F:11])([F:10])[F:9])[CH:7]=1, predict the reactants needed to synthesize it. The reactants are: [NH2:1][C:2]1[CH:3]=[C:4](Br)[CH:5]=[C:6]([C:8]([F:11])([F:10])[F:9])[CH:7]=1.[C:13]([C:15]1[CH:20]=[CH:19][C:18](B(O)O)=[CH:17][CH:16]=1)#[N:14].